From a dataset of Full USPTO retrosynthesis dataset with 1.9M reactions from patents (1976-2016). Predict the reactants needed to synthesize the given product. (1) The reactants are: [C:1]([C:3]1([C:6]2[CH:7]=[C:8]([CH:12]=[CH:13][CH:14]=2)[C:9]([OH:11])=O)[CH2:5][CH2:4]1)#[N:2].C(Cl)(=O)C(Cl)=O.O1CCCC1.[NH2:26][C:27]1[C:28]([Cl:50])=[C:29]([C:46]([CH3:49])=[CH:47][CH:48]=1)[O:30][C:31]1[CH:32]=[CH:33][C:34]2[N:35]([CH:37]=[C:38]([NH:40][C:41]([CH:43]3[CH2:45][CH2:44]3)=[O:42])[N:39]=2)[N:36]=1. Given the product [Cl:50][C:28]1[C:29]([O:30][C:31]2[CH:32]=[CH:33][C:34]3[N:35]([CH:37]=[C:38]([NH:40][C:41]([CH:43]4[CH2:45][CH2:44]4)=[O:42])[N:39]=3)[N:36]=2)=[C:46]([CH3:49])[CH:47]=[CH:48][C:27]=1[NH:26][C:9](=[O:11])[C:8]1[CH:12]=[CH:13][CH:14]=[C:6]([C:3]([C:1]#[N:2])([CH3:4])[CH3:5])[CH:7]=1, predict the reactants needed to synthesize it. (2) Given the product [S:12]([O:1][CH2:2][CH2:3][C@@H:4]1[O:8][C:7]([CH3:9])([CH3:10])[O:6][C:5]1=[O:11])([CH3:15])(=[O:14])=[O:13], predict the reactants needed to synthesize it. The reactants are: [OH:1][CH2:2][CH2:3][C@@H:4]1[O:8][C:7]([CH3:10])([CH3:9])[O:6][C:5]1=[O:11].[S:12](Cl)([CH3:15])(=[O:14])=[O:13].C(N(CC)CC)C. (3) Given the product [Cl:1][C:2]1[CH:3]=[C:4]2[C:8](=[CH:9][CH:10]=1)[N:7]([C:11]([O:13][C:14]([CH3:15])([CH3:16])[CH3:17])=[O:12])[CH:6]([CH2:18][O:19][CH3:22])[CH2:5]2, predict the reactants needed to synthesize it. The reactants are: [Cl:1][C:2]1[CH:3]=[C:4]2[C:8](=[CH:9][CH:10]=1)[N:7]([C:11]([O:13][C:14]([CH3:17])([CH3:16])[CH3:15])=[O:12])[CH:6]([CH2:18][OH:19])[CH2:5]2.[H-].[Na+].[CH3:22]I.O. (4) The reactants are: C[O:2][C:3](=[O:39])[C:4]1[CH:9]=[CH:8][CH:7]=[C:6]([S:10][C:11]([C:14]2[CH:19]=[CH:18][C:17]([O:20][CH2:21][C:22]3[N:23]([C:30]4[C:35]([Cl:36])=[CH:34][CH:33]=[CH:32][C:31]=4[Cl:37])[N:24]=[CH:25][C:26]=3[CH:27]([CH3:29])[CH3:28])=[CH:16][C:15]=2[CH3:38])([CH3:13])[CH3:12])[CH:5]=1.[OH-].[Li+]. Given the product [Cl:36][C:35]1[CH:34]=[CH:33][CH:32]=[C:31]([Cl:37])[C:30]=1[N:23]1[C:22]([CH2:21][O:20][C:17]2[CH:18]=[CH:19][C:14]([C:11]([S:10][C:6]3[CH:5]=[C:4]([CH:9]=[CH:8][CH:7]=3)[C:3]([OH:39])=[O:2])([CH3:13])[CH3:12])=[C:15]([CH3:38])[CH:16]=2)=[C:26]([CH:27]([CH3:29])[CH3:28])[CH:25]=[N:24]1, predict the reactants needed to synthesize it. (5) The reactants are: [C:1]1([CH:7]2[CH2:10][C:9](=[O:11])[CH2:8]2)[CH:6]=[CH:5][CH:4]=[CH:3][CH:2]=1.[H-].[H-].[H-].[H-].[Li+].[Al+3].[OH-].[Na+]. Given the product [C:1]1([CH:7]2[CH2:8][CH:9]([OH:11])[CH2:10]2)[CH:6]=[CH:5][CH:4]=[CH:3][CH:2]=1, predict the reactants needed to synthesize it.